The task is: Predict the reactants needed to synthesize the given product.. This data is from Full USPTO retrosynthesis dataset with 1.9M reactions from patents (1976-2016). (1) Given the product [F:1][C:2]1[C:7]([CH:41]([OH:42])[C:37]2[CH:38]=[C:39]3[C:34](=[CH:35][CH:36]=2)[N:33]=[CH:32][C:31]([N:28]2[CH2:29][CH2:30][O:25][CH2:26][CH2:27]2)=[N:40]3)=[C:6]([F:8])[C:5]([F:9])=[CH:4][C:3]=1[NH:10][C:11](=[O:16])[C:12]([CH3:13])([CH3:15])[CH3:14], predict the reactants needed to synthesize it. The reactants are: [F:1][C:2]1[CH:7]=[C:6]([F:8])[C:5]([F:9])=[CH:4][C:3]=1[NH:10][C:11](=[O:16])[C:12]([CH3:15])([CH3:14])[CH3:13].[Li+].CC([N-]C(C)C)C.[O:25]1[CH2:30][CH2:29][N:28]([C:31]2[CH:32]=[N:33][C:34]3[C:39]([N:40]=2)=[CH:38][C:37]([CH:41]=[O:42])=[CH:36][CH:35]=3)[CH2:27][CH2:26]1. (2) The reactants are: COC1C=C(OC)C=CC=1C[NH:6][S:7]([CH:10]([C:15]1[CH:20]=[CH:19][C:18]([Br:21])=[CH:17][CH:16]=1)[C:11]([OH:14])([CH3:13])[CH3:12])(=[O:9])=[O:8].FC(F)(F)C(O)=O.C1(C)C=CC=CC=1. Given the product [Br:21][C:18]1[CH:19]=[CH:20][C:15]([CH:10]([S:7]([NH2:6])(=[O:8])=[O:9])[C:11]([OH:14])([CH3:13])[CH3:12])=[CH:16][CH:17]=1, predict the reactants needed to synthesize it. (3) Given the product [C:9]([O:13][C:14]([CH:15]([CH2:29][CH2:28][O:27][CH3:26])[CH2:16][C:17]1([C:22]([OH:24])=[O:23])[CH2:21][CH2:20][CH2:19][CH2:18]1)=[O:25])([CH3:12])([CH3:10])[CH3:11], predict the reactants needed to synthesize it. The reactants are: C([N-]C(C)C)(C)C.[Li+].[C:9]([O:13][C:14](=[O:25])[CH2:15][CH2:16][C:17]1([C:22]([OH:24])=[O:23])[CH2:21][CH2:20][CH2:19][CH2:18]1)([CH3:12])([CH3:11])[CH3:10].[CH3:26][O:27][CH2:28][CH2:29]I. (4) Given the product [OH:3][N:1]=[C:22]([C:23]1[CH:28]=[N:27][CH:26]=[CH:25][N:24]=1)[C:21]([C:8]1[CH:9]=[CH:10][C:11]([N:12]2[C:16]3=[N:17][CH:18]=[CH:19][CH:20]=[C:15]3[CH:14]=[CH:13]2)=[C:6]([CH3:5])[CH:7]=1)=[O:29], predict the reactants needed to synthesize it. The reactants are: [N:1]([O-:3])=O.[Na+].[CH3:5][C:6]1[CH:7]=[C:8]([C:21](=[O:29])[CH2:22][C:23]2[CH:28]=[N:27][CH:26]=[CH:25][N:24]=2)[CH:9]=[CH:10][C:11]=1[N:12]1[C:16]2=[N:17][CH:18]=[CH:19][CH:20]=[C:15]2[CH:14]=[CH:13]1.